From a dataset of Full USPTO retrosynthesis dataset with 1.9M reactions from patents (1976-2016). Predict the reactants needed to synthesize the given product. (1) The reactants are: [CH3:1][N:2]1[C:6]2[CH:7]=[CH:8][C:9]([C:11]([OH:13])=O)=[CH:10][C:5]=2[N:4]=[C:3]1[NH:14][C:15]1[S:16][C:17]2[CH:23]=[C:22]([C:24]([F:27])([F:26])[F:25])[CH:21]=[CH:20][C:18]=2[N:19]=1.C(O)(=O)C.[NH2:32][CH2:33][C:34]([N:36]([CH3:38])[CH3:37])=[O:35].CN(C(ON1N=NC2C=CC=CC1=2)=[N+](C)C)C.F[P-](F)(F)(F)(F)F.CCN(C(C)C)C(C)C. Given the product [CH3:37][N:36]([CH3:38])[C:34]([CH2:33][NH:32][C:11]([C:9]1[CH:8]=[CH:7][C:6]2[N:2]([CH3:1])[C:3]([NH:14][C:15]3[S:16][C:17]4[CH:23]=[C:22]([C:24]([F:27])([F:26])[F:25])[CH:21]=[CH:20][C:18]=4[N:19]=3)=[N:4][C:5]=2[CH:10]=1)=[O:13])=[O:35], predict the reactants needed to synthesize it. (2) Given the product [CH2:34]([O:35][CH2:36][CH2:37][O:18][C:15]1[CH:16]=[CH:17][C:12]([CH2:11][CH2:10][Ge:9]([C:6]2[CH:5]=[CH:4][C:3]([O:2][CH3:1])=[CH:8][CH:7]=2)([C:19]2[CH:24]=[CH:23][C:22]([CH3:25])=[CH:21][CH:20]=2)[C:26]2[CH:27]=[CH:28][C:29]([CH3:32])=[CH:30][CH:31]=2)=[CH:13][CH:14]=1)[CH3:33], predict the reactants needed to synthesize it. The reactants are: [CH3:1][O:2][C:3]1[CH:8]=[CH:7][C:6]([Ge:9]([C:26]2[CH:31]=[CH:30][C:29]([CH3:32])=[CH:28][CH:27]=2)([C:19]2[CH:24]=[CH:23][C:22]([CH3:25])=[CH:21][CH:20]=2)[CH2:10][CH2:11][C:12]2[CH:17]=[CH:16][C:15]([OH:18])=[CH:14][CH:13]=2)=[CH:5][CH:4]=1.[CH3:33][CH2:34][O:35][CH2:36][CH2:37]Cl.C(=O)([O-])[O-].[Cs+].[Cs+]. (3) Given the product [CH2:19]([O:18][C:16](=[O:17])[CH:15]([O:7][C:1]1[CH:6]=[CH:5][CH:4]=[CH:3][CH:2]=1)[CH2:21][CH3:22])[CH3:20], predict the reactants needed to synthesize it. The reactants are: [C:1]1([OH:7])[CH:6]=[CH:5][CH:4]=[CH:3][CH:2]=1.C([O-])([O-])=O.[Cs+].[Cs+].Br[CH:15]([CH2:21][CH3:22])[C:16]([O:18][CH2:19][CH3:20])=[O:17]. (4) Given the product [CH3:22][O:21][C:19](=[O:20])[CH:17]([N:14]1[CH2:15][CH2:16][C:12]2([N:8]([CH2:6][CH:42]=[CH:43][CH2:44][OH:45])[CH2:9][CH2:10][CH2:11]2)[C:13]1=[O:23])[CH3:18], predict the reactants needed to synthesize it. The reactants are: C(O[C:6]([N:8]1[C@:12]2([CH2:16][CH2:15][N:14]([C@H:17]([C:19]([O:21][CH3:22])=[O:20])[CH3:18])[C:13]2=[O:23])[CH2:11][CH2:10][CH2:9]1)=O)(C)(C)C.O1CCOCC1.Cl.C(N(C(C)C)CC)(C)C.BrC[CH:42]=[CH:43][CH2:44][OH:45]. (5) The reactants are: [NH:1]1[C:9]2[C:4](=[CH:5][CH:6]=[CH:7][CH:8]=2)[C@@:3]2([CH2:13][O:12][C:11]3[CH:14]=[C:15]4[C:19](=[CH:20][C:10]2=3)[CH2:18][CH2:17][O:16]4)[C:2]1=[O:21].N1C2[C:25](=[CH:26]C=CC=2)[C:24]2(COC3C=C4C(=C[C:31]2=3)CCO4)[C:23]1=O.BrCCCCC.ClCC1C=NC(OC)=NC=1. Given the product [C:24]([N:1]1[C:9]2[C:4](=[CH:5][CH:6]=[CH:7][CH:8]=2)[C@@:3]2([CH2:13][O:12][C:11]3[CH:14]=[C:15]4[C:19](=[CH:20][C:10]2=3)[CH2:18][CH2:17][O:16]4)[C:2]1=[O:21])([CH2:25][CH3:26])([CH3:31])[CH3:23], predict the reactants needed to synthesize it. (6) The reactants are: [C:1]([O:5][C:6](=[O:33])[N:7]([C@@H:21]([C:23]1[C:32]2[C:27](=[CH:28][CH:29]=[CH:30][CH:31]=2)[CH:26]=[CH:25][CH:24]=1)[CH3:22])[CH2:8][CH:9]1[CH:14]([C:15]2[CH:20]=[CH:19][CH:18]=[CH:17][CH:16]=2)[CH2:13][CH2:12][NH:11][CH2:10]1)([CH3:4])([CH3:3])[CH3:2].[O:34]1[CH:38]=[CH:37][C:36]([CH:39]=O)=[CH:35]1.C(O[BH-](OC(=O)C)OC(=O)C)(=O)C.[N-]=C=O. Given the product [O:34]1[CH:38]=[CH:37][C:36]([CH2:39][N:11]2[CH2:12][CH2:13][CH:14]([C:15]3[CH:16]=[CH:17][CH:18]=[CH:19][CH:20]=3)[CH:9]([CH2:8][N:7]([C@@H:21]([C:23]3[C:32]4[C:27](=[CH:28][CH:29]=[CH:30][CH:31]=4)[CH:26]=[CH:25][CH:24]=3)[CH3:22])[C:6](=[O:33])[O:5][C:1]([CH3:2])([CH3:3])[CH3:4])[CH2:10]2)=[CH:35]1, predict the reactants needed to synthesize it. (7) Given the product [NH2:8][C:6]1[CH:5]=[CH:4][C:3]([CH2:11][C:12]([O:14][CH2:15][CH3:16])=[O:13])=[C:2]([F:1])[CH:7]=1, predict the reactants needed to synthesize it. The reactants are: [F:1][C:2]1[CH:7]=[C:6]([N+:8]([O-])=O)[CH:5]=[CH:4][C:3]=1[CH:11](C(OCC1C=CC=CC=1)=O)[C:12]([O:14][CH2:15][CH3:16])=[O:13].C([O-])=O.[NH4+]. (8) Given the product [F:1][C:2]([F:7])([F:6])[C:3]([OH:5])=[O:4].[F:8][C:9]([F:14])([F:13])[C:10]([OH:12])=[O:11].[Cl:44][C:40]1[CH:39]=[C:38]([CH:43]=[CH:42][CH:41]=1)[CH2:37][N:36]1[C:27]2[CH:28]=[CH:29][C:30]3[N:31]([C:32]([CH3:35])=[N:33][N:34]=3)[C:26]=2[CH:25]=[C:24]1[C:21]1[CH:22]=[CH:23][N:19]([CH:17]2[CH2:16][N:15]([CH2:45][CH3:46])[CH2:18]2)[N:20]=1, predict the reactants needed to synthesize it. The reactants are: [F:1][C:2]([F:7])([F:6])[C:3]([OH:5])=[O:4].[F:8][C:9]([F:14])([F:13])[C:10]([OH:12])=[O:11].[NH:15]1[CH2:18][CH:17]([N:19]2[CH:23]=[CH:22][C:21]([C:24]3[N:36]([CH2:37][C:38]4[CH:43]=[CH:42][CH:41]=[C:40]([Cl:44])[CH:39]=4)[C:27]4[CH:28]=[CH:29][C:30]5[N:31]([C:32]([CH3:35])=[N:33][N:34]=5)[C:26]=4[CH:25]=3)=[N:20]2)[CH2:16]1.[CH2:45](N(CC)CC)[CH3:46].C(=O)C.C(O[BH-](OC(=O)C)OC(=O)C)(=O)C.[Na+]. (9) Given the product [C:21]1(/[C:18](/[CH2:19][CH3:20])=[C:17](/[C:27]2[CH:32]=[CH:31][C:30]([OH:33])=[CH:29][CH:28]=2)\[C:14]2[CH:15]=[N:16][C:11]([O:9][CH2:8][CH2:7][N:1]3[CH2:6][CH2:5][CH2:4][CH2:3][CH2:2]3)=[CH:12][CH:13]=2)[CH:22]=[CH:23][CH:24]=[CH:25][CH:26]=1, predict the reactants needed to synthesize it. The reactants are: [N:1]1([CH2:7][CH2:8][OH:9])[CH2:6][CH2:5][CH2:4][CH2:3][CH2:2]1.Cl[C:11]1[N:16]=[CH:15][C:14](/[C:17](/[C:27]2[CH:32]=[CH:31][C:30]([OH:33])=[CH:29][CH:28]=2)=[C:18](\[C:21]2[CH:26]=[CH:25][CH:24]=[CH:23][CH:22]=2)/[CH2:19][CH3:20])=[CH:13][CH:12]=1. (10) Given the product [CH3:19][C:20]1([CH3:36])[C:24]([CH3:26])([CH3:25])[O:23][B:22]([C:2]2[CH:10]=[CH:9][CH:8]=[C:7]3[C:3]=2[CH2:4][CH2:5][C@H:6]3[NH:11][C:12](=[O:18])[O:13][C:14]([CH3:17])([CH3:16])[CH3:15])[O:21]1, predict the reactants needed to synthesize it. The reactants are: Br[C:2]1[CH:10]=[CH:9][CH:8]=[C:7]2[C:3]=1[CH2:4][CH2:5][C@H:6]2[NH:11][C:12](=[O:18])[O:13][C:14]([CH3:17])([CH3:16])[CH3:15].[CH3:19][C:20]1([CH3:36])[C:24]([CH3:26])([CH3:25])[O:23][B:22]([B:22]2[O:23][C:24]([CH3:26])([CH3:25])[C:20]([CH3:36])([CH3:19])[O:21]2)[O:21]1.C([O-])(=O)C.[K+].N#N.C(Cl)Cl.